Dataset: Retrosynthesis with 50K atom-mapped reactions and 10 reaction types from USPTO. Task: Predict the reactants needed to synthesize the given product. (1) Given the product CCCCN1CCCC(Nc2ccc(-n3ccnc3)cc2C)C1, predict the reactants needed to synthesize it. The reactants are: CCCCN1CCCC(=O)C1.Cc1cc(-n2ccnc2)ccc1N. (2) Given the product CCCCCCOc1c(F)ccc(F)c1OCCCCCC, predict the reactants needed to synthesize it. The reactants are: CCCCCCBr.CCCCCCOc1c(F)ccc(F)c1O. (3) Given the product CON(C)C(=O)[C@H](C)NC(=O)OCc1ccccc1, predict the reactants needed to synthesize it. The reactants are: CNOC.C[C@H](NC(=O)OCc1ccccc1)C(=O)O. (4) Given the product COc1ccccc1C1(O)C(O)CCC2CNCC21, predict the reactants needed to synthesize it. The reactants are: COc1ccccc1C1(O)C(O)CCC2CN(Cc3ccccc3)CC21. (5) Given the product CC(C)N1CCC(=O)N(C)c2cnc(Nc3ccc(C(=O)NCCN4CCOCC4)cc3Cl)nc21, predict the reactants needed to synthesize it. The reactants are: CC(C)N1CCC(=O)N(C)c2cnc(Cl)nc21.Nc1ccc(C(=O)NCCN2CCOCC2)cc1Cl. (6) Given the product Cc1ccc(S(=O)(=O)N[C@H](C(=O)NC(Cc2ccccc2)C(O)C(Cc2ccccc2)NC(=O)OC(C)(C)C)C(C)C)cc1, predict the reactants needed to synthesize it. The reactants are: CC(C)(C)OC(=O)NC(Cc1ccccc1)C(O)C(N)Cc1ccccc1.Cc1ccc(S(=O)(=O)N[C@H](C(=O)O)C(C)C)cc1. (7) Given the product CC[C@H]1COC[C@H](C)N1, predict the reactants needed to synthesize it. The reactants are: CC[C@H]1COC[C@H](C)N1C(=O)OC(C)(C)C.